Dataset: Peptide-MHC class I binding affinity with 185,985 pairs from IEDB/IMGT. Task: Regression. Given a peptide amino acid sequence and an MHC pseudo amino acid sequence, predict their binding affinity value. This is MHC class I binding data. (1) The peptide sequence is AEMRAYHGF. The MHC is HLA-B08:01 with pseudo-sequence HLA-B08:01. The binding affinity (normalized) is 0.0847. (2) The peptide sequence is MYYPAQLYL. The MHC is HLA-C12:03 with pseudo-sequence HLA-C12:03. The binding affinity (normalized) is 0.689. (3) The peptide sequence is RVYLQGHGY. The MHC is HLA-B15:01 with pseudo-sequence HLA-B15:01. The binding affinity (normalized) is 0.325. (4) The peptide sequence is YLYALIYFL. The binding affinity (normalized) is 1.00. The MHC is HLA-A02:03 with pseudo-sequence HLA-A02:03.